Dataset: Forward reaction prediction with 1.9M reactions from USPTO patents (1976-2016). Task: Predict the product of the given reaction. (1) Given the reactants [NH:1]1[C:9]2[C:4](=[CH:5][CH:6]=[CH:7][CH:8]=2)[C:3]([C@H:10]([CH3:30])[C@@H:11]([NH:15][C:16]([N:18]2[CH2:23][CH2:22][CH:21]([C:24]3[CH:29]=[CH:28][CH:27]=[CH:26][CH:25]=3)[CH2:20][CH2:19]2)=[O:17])[C:12](O)=[O:13])=[CH:2]1.FC(F)(F)C([N:35]1[CH2:41][CH2:40][C:39]2[CH:42]=[CH:43][C:44]([NH2:46])=[CH:45][C:38]=2[CH2:37][CH2:36]1)=O.CCN=C=NCCCN(C)C.C1C=CC2N(O)N=NC=2C=1.C(=O)([O-])[O-].[Na+].[Na+], predict the reaction product. The product is: [NH:1]1[C:9]2[C:4](=[CH:5][CH:6]=[CH:7][CH:8]=2)[C:3]([C@H:10]([CH3:30])[C@@H:11]([NH:15][C:16]([N:18]2[CH2:23][CH2:22][CH:21]([C:24]3[CH:29]=[CH:28][CH:27]=[CH:26][CH:25]=3)[CH2:20][CH2:19]2)=[O:17])[C:12]([NH:46][C:44]2[CH:43]=[CH:42][C:39]3[CH2:40][CH2:41][NH:35][CH2:36][CH2:37][C:38]=3[CH:45]=2)=[O:13])=[CH:2]1. (2) Given the reactants [C:1]1([C:7]2[C:18]3[CH2:17][C:16]([CH3:19])=[CH:15][C:14]=3[CH:13]=[C:12]3[C:8]=2[CH2:9][CH2:10][CH2:11]3)[CH:6]=[CH:5][CH:4]=[CH:3][CH:2]=1.C([Li])CCC.Cl[Si:26]([CH:29]1[C:37]2[C:32](=[C:33]([C:38]3[CH:43]=[CH:42][CH:41]=[CH:40][CH:39]=3)[CH:34]=[CH:35][CH:36]=2)[CH:31]=[C:30]1[CH:44]([CH3:46])[CH3:45])([CH3:28])[CH3:27].[Cl-].[NH4+], predict the reaction product. The product is: [CH3:27][Si:26]([CH3:28])([CH:11]1[C:12]2[C:8](=[C:7]([C:1]3[CH:2]=[CH:3][CH:4]=[CH:5][CH:6]=3)[C:18]3[CH2:17][C:16]([CH3:19])=[CH:15][C:14]=3[CH:13]=2)[CH2:9][CH2:10]1)[CH:29]1[C:37]2[C:32](=[C:33]([C:38]3[CH:43]=[CH:42][CH:41]=[CH:40][CH:39]=3)[CH:34]=[CH:35][CH:36]=2)[CH:31]=[C:30]1[CH:44]([CH3:45])[CH3:46].